This data is from Full USPTO retrosynthesis dataset with 1.9M reactions from patents (1976-2016). The task is: Predict the reactants needed to synthesize the given product. (1) The reactants are: [Br:1][C:2]1[C:3]([C@H:8]([NH:18][S@@](C(C)(C)C)=O)[CH2:9][C:10]2[CH:15]=[C:14]([F:16])[CH:13]=[C:12]([F:17])[CH:11]=2)=[N:4][CH:5]=[N:6][CH:7]=1.[ClH:25].C(OCC)C. Given the product [ClH:25].[Br:1][C:2]1[C:3]([C@H:8]([NH2:18])[CH2:9][C:10]2[CH:15]=[C:14]([F:16])[CH:13]=[C:12]([F:17])[CH:11]=2)=[N:4][CH:5]=[N:6][CH:7]=1, predict the reactants needed to synthesize it. (2) Given the product [C:45]([OH:51])([C:47]([F:50])([F:49])[F:48])=[O:46].[CH:1]1([C:4]([NH:6][C:7]2[C:15]3[C:10](=[CH:11][C:12]([NH:16][C:17]4[CH:18]=[C:19]([CH:33]=[CH:34][C:35]=4[CH3:36])[C:20]([NH:22][C:23]4[CH:28]=[CH:27][CH:26]=[C:25]([C:29]([F:31])([F:30])[F:32])[CH:24]=4)=[O:21])=[CH:13][CH:14]=3)[NH:9][N:8]=2)=[O:5])[CH2:3][CH2:2]1, predict the reactants needed to synthesize it. The reactants are: [CH:1]1([C:4]([NH:6][C:7]2[C:15]3[C:10](=[CH:11][C:12]([NH:16][C:17]4[CH:18]=[C:19]([CH:33]=[CH:34][C:35]=4[CH3:36])[C:20]([NH:22][C:23]4[CH:28]=[CH:27][CH:26]=[C:25]([C:29]([F:32])([F:31])[F:30])[CH:24]=4)=[O:21])=[CH:13][CH:14]=3)[N:9](COCC[Si](C)(C)C)[N:8]=2)=[O:5])[CH2:3][CH2:2]1.[C:45]([OH:51])([C:47]([F:50])([F:49])[F:48])=[O:46]. (3) Given the product [ClH:1].[F:2][C:3]1[CH:12]=[C:11]([F:13])[CH:10]=[C:9]2[C:4]=1[CH2:5][CH2:6][C@H:7]([N:14]1[C:18]([CH2:19][NH2:20])=[CH:17][NH:16][C:15]1=[S:21])[CH2:8]2.[CH:10]1[C:9]2[CH2:8][C@@H:7]([N:14]3[C:15]([SH:21])=[N:16][CH:17]=[C:18]3[CH2:19][NH2:20])[CH2:6][CH2:5][C:4]=2[C:3]([F:2])=[CH:12][C:11]=1[F:13], predict the reactants needed to synthesize it. The reactants are: [ClH:1].[F:2][C:3]1[CH:12]=[C:11]([F:13])[CH:10]=[C:9]2[C:4]=1[CH2:5][CH2:6][C@H:7]([N:14]1[C:18]([CH2:19][NH2:20])=[CH:17][NH:16][C:15]1=[S:21])[CH2:8]2.C(O)C1C=CC=CC=1. (4) Given the product [CH3:27][N:15]([CH2:14][C:10]1[CH:9]=[C:8]([C:5]2[CH:6]=[CH:7][C:2]([NH:1][C:28]([C:29]3[CH:30]=[N:31][CH:32]=[CH:33][CH:34]=3)=[O:35])=[CH:3][CH:4]=2)[CH:13]=[CH:12][CH:11]=1)[C:16](=[O:26])[CH2:17][NH:18][C:19](=[O:25])[O:20][C:21]([CH3:23])([CH3:24])[CH3:22], predict the reactants needed to synthesize it. The reactants are: [NH2:1][C:2]1[CH:7]=[CH:6][C:5]([C:8]2[CH:13]=[CH:12][CH:11]=[C:10]([CH2:14][N:15]([CH3:27])[C:16](=[O:26])[CH2:17][NH:18][C:19](=[O:25])[O:20][C:21]([CH3:24])([CH3:23])[CH3:22])[CH:9]=2)=[CH:4][CH:3]=1.[C:28](O)(=[O:35])[C:29]1[CH:34]=[CH:33][CH:32]=[N:31][CH:30]=1.CCN=C=NCCCN(C)C.Cl.C1C=CC2N(O)N=NC=2C=1. (5) Given the product [NH2:16][C:17]1[C:25]([Cl:26])=[CH:24][C:23]([C:27]([F:30])([F:28])[F:29])=[CH:22][C:18]=1[C:19]([NH:9][NH:8][C:6]1[CH:7]=[C:2]([Cl:1])[CH:3]=[CH:4][C:5]=1[S:10]([CH:13]([CH3:15])[CH3:14])(=[O:12])=[O:11])=[O:20], predict the reactants needed to synthesize it. The reactants are: [Cl:1][C:2]1[CH:3]=[CH:4][C:5]([S:10]([CH:13]([CH3:15])[CH3:14])(=[O:12])=[O:11])=[C:6]([NH:8][NH2:9])[CH:7]=1.[NH2:16][C:17]1[C:25]([Cl:26])=[CH:24][C:23]([C:27]([F:30])([F:29])[F:28])=[CH:22][C:18]=1[C:19](O)=[O:20].BrC1C(C)=CC(C(NNC2C=C(Cl)C=CC=2SCC)=O)=C([N+]([O-])=O)C=1.